This data is from Forward reaction prediction with 1.9M reactions from USPTO patents (1976-2016). The task is: Predict the product of the given reaction. (1) Given the reactants [CH:1]1([C:4]2[O:5][C:6]3[C:7](=[C:9]([C:21]#[N:22])[C:10]([CH3:20])=[C:11]([C:14]4[CH:19]=[CH:18][CH:17]=[CH:16][CH:15]=4)[C:12]=3F)[N:8]=2)[CH2:3][CH2:2]1.C(N(CC)CC)C.[CH3:30][NH:31][C@H:32]1[CH2:36][CH2:35][NH:34][CH2:33]1.C(=O)([O-])O.[Na+], predict the reaction product. The product is: [CH:1]1([C:4]2[O:5][C:6]3[C:7](=[C:9]([C:21]#[N:22])[C:10]([CH3:20])=[C:11]([C:14]4[CH:19]=[CH:18][CH:17]=[CH:16][CH:15]=4)[C:12]=3[N:34]3[CH2:35][CH2:36][C@H:32]([NH:31][CH3:30])[CH2:33]3)[N:8]=2)[CH2:3][CH2:2]1. (2) The product is: [Cl:1][C:2]1[C:3]([S:21]([C:22]2[CH:27]=[CH:26][C:25]([Cl:28])=[CH:24][CH:23]=2)=[O:29])=[CH:4][C:5]2[O:10][CH:9]([C:11]([F:14])([F:13])[F:12])[C:8]([C:15]([OH:17])=[O:16])=[CH:7][C:6]=2[CH:20]=1. Given the reactants [Cl:1][C:2]1[C:3]([S:21][C:22]2[CH:27]=[CH:26][C:25]([Cl:28])=[CH:24][CH:23]=2)=[CH:4][C:5]2[O:10][CH:9]([C:11]([F:14])([F:13])[F:12])[C:8]([C:15]([O:17]CC)=[O:16])=[CH:7][C:6]=2[CH:20]=1.[OH:29]OS([O-])=O.[K+], predict the reaction product.